From a dataset of Reaction yield outcomes from USPTO patents with 853,638 reactions. Predict the reaction yield, written as a fraction of the theoretical maximum amount of product (1.0 means a 100% yield; for example, 0.34 means a 34% yield). (1) The reactants are C([N:8]([CH:16]1[CH2:21][CH:20]([CH:22]([CH3:24])[CH3:23])[CH2:19][C:18]([C:25]2[CH:30]=[CH:29][N:28]=[CH:27][C:26]=2[N+:31]([O-])=O)=[CH:17]1)[C:9](=[O:15])[O:10][C:11]([CH3:14])([CH3:13])[CH3:12])C1C=CC=CC=1.Cl. The catalyst is C(O)C.[OH-].[Pd+2].[OH-]. The product is [NH2:31][C:26]1[CH:27]=[N:28][CH:29]=[CH:30][C:25]=1[CH:18]1[CH2:19][CH:20]([CH:22]([CH3:24])[CH3:23])[CH2:21][CH:16]([NH:8][C:9](=[O:15])[O:10][C:11]([CH3:12])([CH3:14])[CH3:13])[CH2:17]1. The yield is 0.730. (2) The reactants are [O:1]1CCCC1.B.[F:7][C:8]1[CH:13]=[CH:12][C:11]([C:14]([CH3:16])=[CH2:15])=[CH:10][N:9]=1.[OH-].[Na+].OO. The catalyst is C1COCC1. The product is [F:7][C:8]1[N:9]=[CH:10][C:11]([CH:14]([CH3:16])[CH2:15][OH:1])=[CH:12][CH:13]=1. The yield is 0.584. (3) The reactants are [CH3:1][CH:2]1[CH2:11][C:10]2[C:5](=[CH:6][CH:7]=[CH:8][C:9]=2[N+:12]([O-:14])=[O:13])[CH2:4][NH:3]1.[CH:15]1([CH:18]=O)[CH2:17][CH2:16]1.CCN(C(C)C)C(C)C.[BH-](OC(C)=O)(OC(C)=O)OC(C)=O.[Na+]. The catalyst is C(Cl)Cl.O. The product is [CH:15]1([CH2:18][N:3]2[CH:2]([CH3:1])[CH2:11][C:10]3[C:5](=[CH:6][CH:7]=[CH:8][C:9]=3[N+:12]([O-:14])=[O:13])[CH2:4]2)[CH2:17][CH2:16]1. The yield is 0.900. (4) The reactants are [NH2:1][C:2]1[CH:3]=[N:4][CH:5]=[CH:6][CH:7]=1.S(=O)(=O)(O)O.[N:13]([O-])=O.[Na+].[CH3:17][C:18](=[O:23])[CH2:19][C:20](=[O:22])[CH3:21].C([O-])(=O)C.[K+].C([O-])([O-])=O.[Na+].[Na+]. The catalyst is O.C(O)C. The product is [N:4]1[CH:5]=[CH:6][CH:7]=[C:2]([NH:1][N:13]=[C:19]([C:18](=[O:23])[CH3:17])[C:20](=[O:22])[CH3:21])[CH:3]=1. The yield is 0.200. (5) The reactants are [CH3:1][O:2][C:3]([C:5]1([C:8]2[CH:13]=[C:12](I)[C:11]([O:15][CH2:16][C:17]([CH3:19])=[CH2:18])=[C:10](I)[CH:9]=2)[CH2:7][CH2:6]1)=[O:4].CCCC[SnH](CCCC)CCCC.CC(N=NC(C#N)(C)C)(C#N)C. The catalyst is C1(C)C=CC=CC=1. The product is [CH3:1][O:2][C:3]([C:5]1([C:8]2[CH:13]=[CH:12][C:11]3[O:15][CH2:16][C:17]([CH3:19])([CH3:18])[C:10]=3[CH:9]=2)[CH2:7][CH2:6]1)=[O:4]. The yield is 0.620. (6) The reactants are [C:1]1([CH3:17])[CH:6]=[CH:5][C:4]([C:7]2[NH:11][C:10]3[CH:12]=[CH:13][C:14]([NH2:16])=[CH:15][C:9]=3[N:8]=2)=[CH:3][CH:2]=1.[C:18](Cl)(=[O:22])[CH2:19][CH2:20][CH3:21].C(OCC)(=O)C. The catalyst is N1C=CC=CC=1. The product is [C:1]1([CH3:17])[CH:2]=[CH:3][C:4]([C:7]2[NH:11][C:10]3[CH:12]=[CH:13][C:14]([NH:16][C:18](=[O:22])[CH2:19][CH2:20][CH3:21])=[CH:15][C:9]=3[N:8]=2)=[CH:5][CH:6]=1. The yield is 0.280.